This data is from Catalyst prediction with 721,799 reactions and 888 catalyst types from USPTO. The task is: Predict which catalyst facilitates the given reaction. (1) Reactant: C(N(CC)CC)C.Cl.[NH2:9][CH2:10][C:11]1[CH:19]=[CH:18][CH:17]=[C:16]2[C:12]=1[CH2:13][N:14]([CH:21]1[CH2:26][CH2:25][C:24](=[O:27])[NH:23][C:22]1=[O:28])[C:15]2=[O:20].[CH3:29][N:30]([CH3:34])[C:31](Cl)=[O:32].N12CCCN=C1CCCCC2. Product: [O:28]=[C:22]1[CH:21]([N:14]2[CH2:13][C:12]3[C:16](=[CH:17][CH:18]=[CH:19][C:11]=3[CH2:10][NH:9][C:31](=[O:32])[N:30]([CH3:34])[CH3:29])[C:15]2=[O:20])[CH2:26][CH2:25][C:24](=[O:27])[NH:23]1. The catalyst class is: 1. (2) Reactant: C(Cl)CCl.[NH2:5][C:6]1[N:11]=[CH:10][C:9](/[CH:12]=[CH:13]/[C:14]([OH:16])=O)=[CH:8][CH:7]=1.[CH3:17][NH:18][CH2:19][C:20]1[S:24][C:23]2[CH:25]=[CH:26][S:27][C:22]=2[CH:21]=1.C1C=CC2N(O)N=NC=2C=1.CCN(CC)CC. Product: [NH2:5][C:6]1[N:11]=[CH:10][C:9](/[CH:12]=[CH:13]/[C:14]([N:18]([CH3:17])[CH2:19][C:20]2[S:24][C:23]3[CH:25]=[CH:26][S:27][C:22]=3[CH:21]=2)=[O:16])=[CH:8][CH:7]=1. The catalyst class is: 18. (3) Reactant: [C:1]1([C@H:7]([NH:9][C@@:10]2([C:22]([O:24][CH2:25][CH3:26])=[O:23])[CH2:15][C@H:14](O)[CH:13]3[CH:11]2[C@H:12]3[C:17]([O:19][CH2:20][CH3:21])=[O:18])[CH3:8])[CH:6]=[CH:5][CH:4]=[CH:3][CH:2]=1.COCCN(S(F)(F)[F:37])CCOC.C([O-])([O-])=O.[Na+].[Na+]. Product: [C:1]1([C@H:7]([NH:9][C@@:10]2([C:22]([O:24][CH2:25][CH3:26])=[O:23])[CH2:15][C@H:14]([F:37])[CH:13]3[CH:11]2[C@H:12]3[C:17]([O:19][CH2:20][CH3:21])=[O:18])[CH3:8])[CH:6]=[CH:5][CH:4]=[CH:3][CH:2]=1. The catalyst class is: 2.